From a dataset of Peptide-MHC class I binding affinity with 185,985 pairs from IEDB/IMGT. Regression. Given a peptide amino acid sequence and an MHC pseudo amino acid sequence, predict their binding affinity value. This is MHC class I binding data. (1) The peptide sequence is RSFKDLLKK. The binding affinity (normalized) is 0. The MHC is HLA-A33:01 with pseudo-sequence HLA-A33:01. (2) The peptide sequence is KCFGNTALAK. The MHC is HLA-A33:01 with pseudo-sequence HLA-A33:01. The binding affinity (normalized) is 0. (3) The peptide sequence is VALYRRIQR. The MHC is HLA-A68:01 with pseudo-sequence HLA-A68:01. The binding affinity (normalized) is 0.488.